This data is from Full USPTO retrosynthesis dataset with 1.9M reactions from patents (1976-2016). The task is: Predict the reactants needed to synthesize the given product. (1) Given the product [CH2:25]([O:27][C:28]([C@@H:30]1[CH2:32][C@@H:31]1[C:33]1[CH:38]=[CH:37][C:36]([C:2]2[CH:7]=[CH:6][C:5]([C:8]3[O:12][N:11]=[C:10]([CH3:13])[C:9]=3[CH:14]([OH:24])[CH2:15]/[CH:16]=[CH:17]/[C:18]3[CH:23]=[CH:22][CH:21]=[CH:20][CH:19]=3)=[CH:4][CH:3]=2)=[CH:35][CH:34]=1)=[O:29])[CH3:26], predict the reactants needed to synthesize it. The reactants are: Br[C:2]1[CH:7]=[CH:6][C:5]([C:8]2[O:12][N:11]=[C:10]([CH3:13])[C:9]=2[CH:14]([OH:24])[CH2:15]/[CH:16]=[CH:17]/[C:18]2[CH:23]=[CH:22][CH:21]=[CH:20][CH:19]=2)=[CH:4][CH:3]=1.[CH2:25]([O:27][C:28]([C@@H:30]1[CH2:32][C@@H:31]1[C:33]1[CH:38]=[CH:37][C:36](B2OC(C)(C)C(C)(C)O2)=[CH:35][CH:34]=1)=[O:29])[CH3:26]. (2) Given the product [C:15]([C:14]1[N:13]2[C:8]([CH:9]=[CH:10][CH:11]=[CH:12]2)=[CH:7][C:6]=1[CH:4]([NH2:1])[CH3:5])#[C:16][CH2:17][CH2:18][CH3:19], predict the reactants needed to synthesize it. The reactants are: [N:1]([CH:4]([C:6]1[CH:7]=[C:8]2[N:13]([C:14]=1[C:15]#[C:16][CH2:17][CH2:18][CH3:19])[CH:12]=[CH:11][CH:10]=[CH:9]2)[CH3:5])=[N+]=[N-].C1C=CC(P(C2C=CC=CC=2)C2C=CC=CC=2)=CC=1.O. (3) Given the product [Br:1][C:2]1[CH:7]=[CH:6][CH:5]=[C:4]([CH2:8][Br:13])[C:3]=1[CH2:10][CH3:11], predict the reactants needed to synthesize it. The reactants are: [Br:1][C:2]1[C:3]([CH2:10][CH3:11])=[C:4]([CH2:8]O)[CH:5]=[CH:6][CH:7]=1.C(Br)(Br)(Br)[Br:13].C1(P(C2C=CC=CC=2)C2C=CC=CC=2)C=CC=CC=1. (4) Given the product [NH2:11][C:12]1[N:17]=[C:16]([CH:18]([OH:23])[C:19]([F:22])([F:20])[F:21])[CH:15]=[CH:14][N:13]=1, predict the reactants needed to synthesize it. The reactants are: C(OC([NH:11][C:12]1[N:17]=[C:16]([CH:18]([OH:23])[C:19]([F:22])([F:21])[F:20])[CH:15]=[CH:14][N:13]=1)=O)C1C=CC=CC=1. (5) The reactants are: C([O:5][C:6](=[O:21])[CH2:7][CH2:8][C@@H:9]([NH:13]C(OC(C)(C)C)=O)[C:10](O)=[O:11])(C)(C)C.CCN=C=NCCCN(C)C.[ClH:33].[CH2:34]([N:38]1[CH:42]=[C:41]([NH:43][C:44]([NH:46][C:47]2[CH:52]=[CH:51][C:50]([O:53][C:54]([F:57])([F:56])[F:55])=[CH:49][CH:48]=2)=[O:45])[N:40]=[C:39]1[C:58]([NH:60][CH2:61][CH2:62][OH:63])=[O:59])[CH2:35][CH2:36][CH3:37]. Given the product [ClH:33].[NH2:13][C@@H:9]([C:10]([O:63][CH2:62][CH2:61][NH:60][C:58]([C:39]1[N:38]([CH2:34][CH2:35][CH2:36][CH3:37])[CH:42]=[C:41]([NH:43][C:44]([NH:46][C:47]2[CH:48]=[CH:49][C:50]([O:53][C:54]([F:55])([F:56])[F:57])=[CH:51][CH:52]=2)=[O:45])[N:40]=1)=[O:59])=[O:11])[CH2:8][CH2:7][C:6]([OH:21])=[O:5], predict the reactants needed to synthesize it. (6) Given the product [F:12][C:10]1[CH:9]=[C:8]([F:13])[CH:7]=[C:6]2[C:11]=1[C:2]([NH:35][C:31]1[CH:32]=[N:33][CH:34]=[C:29]([N:26]3[CH2:27][CH2:28][O:23][CH2:24][CH2:25]3)[CH:30]=1)=[C:3]([CH3:22])[C:4]([N:14]1[CH2:18][C:17]([CH3:20])([CH3:19])[CH2:16][C:15]1=[O:21])=[N:5]2, predict the reactants needed to synthesize it. The reactants are: Cl[C:2]1[C:11]2[C:6](=[CH:7][C:8]([F:13])=[CH:9][C:10]=2[F:12])[N:5]=[C:4]([N:14]2[CH2:18][C:17]([CH3:20])([CH3:19])[CH2:16][C:15]2=[O:21])[C:3]=1[CH3:22].[O:23]1[CH2:28][CH2:27][N:26]([C:29]2[CH:30]=[C:31]([NH2:35])[CH:32]=[N:33][CH:34]=2)[CH2:25][CH2:24]1. (7) Given the product [CH3:1][O:2][C:3]1[N:8]2[N:9]=[C:10]([C:12]([F:15])([F:13])[F:14])[CH:11]=[C:7]2[C:6]([C:16](=[O:24])[CH2:17][C:18]2[CH:19]=[CH:20][N:21]=[CH:22][CH:23]=2)=[CH:5][CH:4]=1, predict the reactants needed to synthesize it. The reactants are: [CH3:1][O:2][C:3]1[N:8]2[N:9]=[C:10]([C:12]([F:15])([F:14])[F:13])[CH:11]=[C:7]2[C:6]([CH:16]([OH:24])[CH2:17][C:18]2[CH:23]=[CH:22][N:21]=[CH:20][CH:19]=2)=[CH:5][CH:4]=1. (8) Given the product [OH:1][C:2]1([C:16]2[S:17][C:18]([C:21]3[CH:26]=[C:25]([CH3:27])[CH:24]=[C:23]([NH:28][C:29]4[CH:34]=[C:33]([C:35]([F:36])([F:38])[F:37])[CH:32]=[CH:31][N:30]=4)[N:22]=3)=[CH:19][N:20]=2)[CH2:11][CH2:10][CH2:9][C:8]2[CH:7]=[C:6]([C:12]([OH:14])=[O:13])[CH:5]=[CH:4][C:3]1=2, predict the reactants needed to synthesize it. The reactants are: [OH:1][C@:2]1([C:16]2[S:17][C:18]([C:21]3[CH:26]=[C:25]([CH3:27])[CH:24]=[C:23]([NH:28][C:29]4[CH:34]=[C:33]([C:35]([F:38])([F:37])[F:36])[CH:32]=[CH:31][N:30]=4)[N:22]=3)=[CH:19][N:20]=2)[CH2:11][CH2:10][CH2:9][C:8]2[CH:7]=[C:6]([C:12]([O:14]C)=[O:13])[CH:5]=[CH:4][C:3]1=2.[Li+].[OH-].Cl. (9) Given the product [CH3:25][O:26][CH:27]1[CH2:30][N:29]([C:19]([C:18]2[CH:17]=[N:16][C:15]([O:14][CH2:13][C:3]3[C:4]([C:7]4[CH:8]=[CH:9][CH:10]=[CH:11][CH:12]=4)=[N:5][O:6][C:2]=3[CH3:1])=[CH:23][CH:22]=2)=[O:21])[CH2:28]1, predict the reactants needed to synthesize it. The reactants are: [CH3:1][C:2]1[O:6][N:5]=[C:4]([C:7]2[CH:12]=[CH:11][CH:10]=[CH:9][CH:8]=2)[C:3]=1[CH2:13][O:14][C:15]1[CH:23]=[CH:22][C:18]([C:19]([OH:21])=O)=[CH:17][N:16]=1.Cl.[CH3:25][O:26][CH:27]1[CH2:30][NH:29][CH2:28]1.